This data is from Full USPTO retrosynthesis dataset with 1.9M reactions from patents (1976-2016). The task is: Predict the reactants needed to synthesize the given product. (1) The reactants are: O.[OH-].[Li+].C([O:6][C:7]([C:9]1[CH:14]=[C:13]([CH3:15])[C:12]([B:16]([OH:18])[OH:17])=[C:11]([CH3:19])[CH:10]=1)=[O:8])C.O.Cl. Given the product [C:7]([C:9]1[CH:10]=[C:11]([CH3:19])[C:12]([B:16]([OH:17])[OH:18])=[C:13]([CH3:15])[CH:14]=1)([OH:8])=[O:6], predict the reactants needed to synthesize it. (2) Given the product [Cl:16][C:6]1[NH:13][C:7](=[O:12])[C:8]2[C:4]([CH:5]=1)=[C:3]([O:2][CH3:1])[CH:11]=[CH:10][CH:9]=2, predict the reactants needed to synthesize it. The reactants are: [CH3:1][O:2][C:3]1[CH:11]=[CH:10][CH:9]=[C:8]2[C:4]=1[CH2:5][C:6](=[N:13]O)[C:7]2=[O:12].P(Cl)(Cl)(Cl)(Cl)[Cl:16].